From a dataset of Full USPTO retrosynthesis dataset with 1.9M reactions from patents (1976-2016). Predict the reactants needed to synthesize the given product. (1) Given the product [CH3:1][N:2]([CH3:19])[C:3]1[CH:4]=[CH:5][C:6]([C:7]([NH:9][C:10]2[CH:16]=[CH:15][C:13]([NH:14][C:29]([C:27]3[CH:26]=[CH:25][C:24]4[NH:20][CH:21]=[N:22][C:23]=4[CH:28]=3)=[O:30])=[CH:12][CH:11]=2)=[O:8])=[CH:17][CH:18]=1, predict the reactants needed to synthesize it. The reactants are: [CH3:1][N:2]([CH3:19])[C:3]1[CH:18]=[CH:17][C:6]([C:7]([NH:9][C:10]2[CH:16]=[CH:15][C:13]([NH2:14])=[CH:12][CH:11]=2)=[O:8])=[CH:5][CH:4]=1.[N:20]1[C:24]2[CH:25]=[CH:26][C:27]([C:29]([O-])=[O:30])=[CH:28][C:23]=2[NH:22][CH:21]=1. (2) Given the product [OH:28][C@H:25]1[CH2:26][CH2:27][C@H:22]([NH:21][C:7]2[N:6]=[C:5]([CH:4]=[O:3])[CH:10]=[C:9]([NH:11][C:12]3[S:13][C:14]4[C:19]([N:20]=3)=[CH:18][CH:17]=[CH:16][N:15]=4)[N:8]=2)[CH2:23][CH2:24]1, predict the reactants needed to synthesize it. The reactants are: C([O:3][CH:4](OCC)[C:5]1[CH:10]=[C:9]([NH:11][C:12]2[S:13][C:14]3[C:19]([N:20]=2)=[CH:18][CH:17]=[CH:16][N:15]=3)[N:8]=[C:7]([NH:21][C@H:22]2[CH2:27][CH2:26][C@H:25]([OH:28])[CH2:24][CH2:23]2)[N:6]=1)C.Cl. (3) Given the product [Cl:1][C:2]1[C:3]([F:36])=[C:4]([C:8]2[O:9][C:10]([C@@H:27]3[CH2:32][CH2:31][CH2:30][CH2:29][C@H:28]3[C:33]([NH:38][C:39]3([C:42]#[N:43])[CH2:41][CH2:40]3)=[O:35])=[C:11]([C:13]3[CH:14]=[CH:15][C:16]([N:19]4[CH2:20][CH2:21][S:22](=[O:25])(=[O:26])[CH2:23][CH2:24]4)=[CH:17][CH:18]=3)[N:12]=2)[CH:5]=[CH:6][CH:7]=1, predict the reactants needed to synthesize it. The reactants are: [Cl:1][C:2]1[C:3]([F:36])=[C:4]([C:8]2[O:9][C:10]([C@@H:27]3[CH2:32][CH2:31][CH2:30][CH2:29][C@H:28]3[C:33]([OH:35])=O)=[C:11]([C:13]3[CH:18]=[CH:17][C:16]([N:19]4[CH2:24][CH2:23][S:22](=[O:26])(=[O:25])[CH2:21][CH2:20]4)=[CH:15][CH:14]=3)[N:12]=2)[CH:5]=[CH:6][CH:7]=1.Cl.[NH2:38][C:39]1([C:42]#[N:43])[CH2:41][CH2:40]1.C[NH3+].F[P-](F)(F)(F)(F)F.N1(OC(N(C)C)=[N+](C)C)C2N=CC=CC=2N=N1.F[P-](F)(F)(F)(F)F.C(N(CC)C(C)C)(C)C. (4) Given the product [Cl:1][C:2]1[CH:3]=[C:4]([C:8]2[C:17]3[C:12](=[CH:13][CH:14]=[C:15]([C:18]([OH:19])([C:30]4[N:31]([CH3:35])[CH:32]=[N:33][CH:34]=4)[C:20]4[CH:21]=[N:22][C:23]5[C:28]([CH:29]=4)=[CH:27][CH:26]=[CH:25][CH:24]=5)[CH:16]=3)[NH:11][C:10](=[O:36])[CH:9]=2)[CH:5]=[CH:6][CH:7]=1, predict the reactants needed to synthesize it. The reactants are: [Cl:1][C:2]1[CH:3]=[C:4]([C:8]2[C:17]3[C:12](=[CH:13][CH:14]=[C:15]([C:18]([C:30]4[N:31]([CH3:35])[CH:32]=[N:33][CH:34]=4)([C:20]4[CH:21]=[N:22][C:23]5[C:28]([CH:29]=4)=[CH:27][CH:26]=[CH:25][CH:24]=5)[OH:19])[CH:16]=3)[N:11]=[C:10]([O:36]C)[CH:9]=2)[CH:5]=[CH:6][CH:7]=1.Cl. (5) Given the product [NH2:45][C:43](=[O:44])[CH2:42][C:37]1[CH:38]=[CH:39][CH:40]=[CH:41][C:36]=1[NH:35][C:5](=[O:7])[C:4]1[CH:8]=[CH:9][CH:10]=[C:2]([Br:1])[CH:3]=1, predict the reactants needed to synthesize it. The reactants are: [Br:1][C:2]1[CH:3]=[C:4]([CH:8]=[CH:9][CH:10]=1)[C:5]([OH:7])=O.CN(C(ON1N=NC2C=CC=NC1=2)=[N+](C)C)C.F[P-](F)(F)(F)(F)F.[NH2:35][C:36]1[CH:41]=[CH:40][CH:39]=[CH:38][C:37]=1[CH2:42][C:43]([NH2:45])=[O:44]. (6) Given the product [C:85]([O:84][C:82](=[O:83])[NH:27][C@H:28]([CH2:89][OH:92])[CH2:29][C:30]1[CH:25]=[CH:26][CH:59]=[C:60]([Br:2])[CH:61]=1)([CH3:86])([CH3:87])[CH3:88], predict the reactants needed to synthesize it. The reactants are: [K+].[Br-:2].C(OC(N1CCN(C2N=C3C(N=C([C:25]4[C:26](=O)[NH:27][CH:28]=[CH:29][C:30]=4Cl)N3)=C(C)N=2)CC1)=O)(C)(C)C.C(OC(N1CCN(C2N=C3C(N=C(C4C(OC)=N[CH:59]=[CH:60][C:61]=4I)N3)=C(C)N=2)CC1)=O)(C)(C)C.Cl.C(N(CC)CC)C.[C:82](O[C:82]([O:84][C:85]([CH3:88])([CH3:87])[CH3:86])=[O:83])([O:84][C:85]([CH3:88])([CH3:87])[CH3:86])=[O:83].[C:89]([O-:92])(O)=O.[Na+]. (7) Given the product [NH:37]1[CH:41]=[CH:40][N:39]=[C:38]1[NH:42][C:43]([N:14]1[CH2:15][CH2:16][CH:11]([N:10]([CH2:9][C:3]2[C:2]([CH3:1])=[CH:7][C:6]([CH3:8])=[CH:5][N:4]=2)[CH2:17][C:18]2[C:27]3[C:22](=[CH:23][CH:24]=[CH:25][CH:26]=3)[CH:21]=[CH:20][N:19]=2)[CH2:12][CH2:13]1)=[O:44], predict the reactants needed to synthesize it. The reactants are: [CH3:1][C:2]1[C:3]([CH2:9][N:10]([CH2:17][C:18]2[C:27]3[C:22](=[CH:23][CH:24]=[CH:25][CH:26]=3)[CH:21]=[CH:20][N:19]=2)[CH:11]2[CH2:16][CH2:15][NH:14][CH2:13][CH2:12]2)=[N:4][CH:5]=[C:6]([CH3:8])[CH:7]=1.CCN(C(C)C)C(C)C.[NH:37]1[CH:41]=[CH:40][N:39]=[C:38]1[NH:42][C:43](N1C=CN=C1)=[O:44]. (8) Given the product [C:1]1([C:7](=[N:14][CH:15]([C:22]2[CH:27]=[CH:26][C:25]([O:28][C:29]([F:31])([F:32])[F:30])=[C:24]([F:33])[CH:23]=2)[C:16]([O:18][CH2:19][CH3:20])=[O:17])[C:8]2[CH:9]=[CH:10][CH:11]=[CH:12][CH:13]=2)[CH:2]=[CH:3][CH:4]=[CH:5][CH:6]=1, predict the reactants needed to synthesize it. The reactants are: [C:1]1([C:7](=[N:14][CH2:15][C:16]([O:18][CH2:19][CH3:20])=[O:17])[C:8]2[CH:13]=[CH:12][CH:11]=[CH:10][CH:9]=2)[CH:6]=[CH:5][CH:4]=[CH:3][CH:2]=1.Br[C:22]1[CH:27]=[CH:26][C:25]([O:28][C:29]([F:32])([F:31])[F:30])=[C:24]([F:33])[CH:23]=1.P([O-])([O-])([O-])=O.[K+].[K+].[K+]. (9) Given the product [O:1]=[C:2]1[N:10]([CH2:11][CH2:12][CH3:13])[C:9]2[NH:8][C:7]([C:14]34[CH2:19][CH2:18][C:17]([CH2:22][C:23]([OH:34])=[O:24])([CH2:20][CH2:21]3)[CH2:16][CH2:15]4)=[N:6][C:5]=2[C:4](=[O:25])[N:3]1[CH2:26][CH2:27][CH3:28], predict the reactants needed to synthesize it. The reactants are: [O:1]=[C:2]1[N:10]([CH2:11][CH2:12][CH3:13])[C:9]2[NH:8][C:7]([C:14]34[CH2:21][CH2:20][C:17]([CH2:22][CH:23]=[O:24])([CH2:18][CH2:19]3)[CH2:16][CH2:15]4)=[N:6][C:5]=2[C:4](=[O:25])[N:3]1[CH2:26][CH2:27][CH3:28].CC(=CC)C.[O-:34]Cl=O.[Na+]. (10) Given the product [C:33]([O:35][C@@H:36]1[C@@H:40]([O:41][C:42](=[O:43])[C:44]2[CH:45]=[CH:46][CH:47]=[CH:48][CH:49]=2)[C@H:39]([CH2:51][O:52][C:53](=[O:54])[C:55]2[CH:56]=[CH:57][CH:58]=[CH:59][CH:60]=2)[O:38][C@H:37]1[Br:62])(=[O:34])[C:28]1[CH:27]=[CH:32][CH:31]=[CH:30][CH:29]=1, predict the reactants needed to synthesize it. The reactants are: Br[C@@H]1[C@@H](OC(=O)C2C=CC=CC=2)[C@H](COC(=O)C2C=CC=CC=2)O[C@H]1Br.[C:27]1(C)[C:28]([C:33]([O:35][C@@H:36]2[C@@H:40]([O:41][C:42]([C:44]3[C:45](C)=[CH:46][CH:47]=[CH:48][CH:49]=3)=[O:43])[C@H:39]([CH2:51][O:52][C:53]([C:55]3[C:56](C)=[CH:57][CH:58]=[CH:59][CH:60]=3)=[O:54])[O:38][C@H:37]2[Br:62])=[O:34])=[CH:29][CH:30]=[CH:31][CH:32]=1.